Dataset: Reaction yield outcomes from USPTO patents with 853,638 reactions. Task: Predict the reaction yield, written as a fraction of the theoretical maximum amount of product (1.0 means a 100% yield; for example, 0.34 means a 34% yield). (1) The reactants are [Cl:1][C:2]1[N:3]=[C:4]([C:9]([NH:11][C@@H:12]2[CH2:17][CH2:16][N:15](C(OC(C)(C)C)=O)[CH2:14][C@H:13]2[NH:25][CH:26]2[CH2:28][CH2:27]2)=[O:10])[NH:5][C:6]=1[CH2:7][CH3:8].Cl.O1CCOCC1.Br[C:37]1[S:38][C:39]2[C:45]([C:46]([O:48][CH2:49][CH3:50])=[O:47])=[CH:44][CH:43]=[CH:42][C:40]=2[N:41]=1.C(=O)([O-])[O-].[Na+].[Na+]. No catalyst specified. The product is [Cl:1][C:2]1[N:3]=[C:4]([C:9]([NH:11][C@@H:12]2[CH2:17][CH2:16][N:15]([C:37]3[S:38][C:39]4[C:45]([C:46]([O:48][CH2:49][CH3:50])=[O:47])=[CH:44][CH:43]=[CH:42][C:40]=4[N:41]=3)[CH2:14][C@H:13]2[NH:25][CH:26]2[CH2:27][CH2:28]2)=[O:10])[NH:5][C:6]=1[CH2:7][CH3:8]. The yield is 0.720. (2) The yield is 0.690. The catalyst is CN(C=O)C.C1COCC1.C(OCC)(=O)C.ClCCl. The product is [I:3][C:4]1[CH:9]=[CH:8][C:7]([O:10][CH2:17][CH2:16][CH2:15][CH2:14][CH2:13][CH2:12][OH:18])=[CH:6][CH:5]=1. The reactants are [OH-].[Na+].[I:3][C:4]1[CH:9]=[CH:8][C:7]([OH:10])=[CH:6][CH:5]=1.Br[CH:12]([OH:18])[CH2:13][CH2:14][CH2:15][CH2:16][CH3:17].O. (3) The reactants are [NH2:1][C:2]([C:4]1[C:12]2[N:11]=[C:10]([C:13]3([NH:29][C:30]([O:32][CH2:33][CH:34]4[C:46]5[CH:45]=[CH:44][CH:43]=[CH:42][C:41]=5[C:40]5[C:35]4=[CH:36][CH:37]=[CH:38][CH:39]=5)=[O:31])[CH2:18][CH2:17][N:16](C(OCC4C=CC=CC=4)=O)[CH2:15][CH2:14]3)[NH:9][C:8]=2[CH:7]=[CH:6][CH:5]=1)=[O:3]. The catalyst is CO.C(O)(=O)C.[Pd]. The product is [NH2:1][C:2]([C:4]1[C:12]2[N:11]=[C:10]([C:13]3([NH:29][C:30](=[O:31])[O:32][CH2:33][CH:34]4[C:35]5[CH:36]=[CH:37][CH:38]=[CH:39][C:40]=5[C:41]5[C:46]4=[CH:45][CH:44]=[CH:43][CH:42]=5)[CH2:18][CH2:17][NH:16][CH2:15][CH2:14]3)[NH:9][C:8]=2[CH:7]=[CH:6][CH:5]=1)=[O:3]. The yield is 0.690. (4) The reactants are [O:1]=[C:2]1[C:11]2[C:6](=[CH:7][CH:8]=[CH:9][CH:10]=2)[O:5][CH:4]([C:12](O)=[O:13])[CH2:3]1.B.CSC.Cl. The catalyst is C1COCC1. The product is [OH:13][CH2:12][CH:4]1[CH2:3][C:2](=[O:1])[C:11]2[C:6](=[CH:7][CH:8]=[CH:9][CH:10]=2)[O:5]1. The yield is 0.867. (5) The reactants are [N:1]#N.[CH:3]1([N:6]2[CH2:11][CH2:10][C:9]([S:19]([C:22]3[CH:27]=[CH:26][C:25]([C:28]4[CH:33]=[CH:32][C:31]([O:34][C:35]([F:40])([F:39])[CH:36]([F:38])[F:37])=[CH:30][CH:29]=4)=[CH:24][CH:23]=3)(=[O:21])=[O:20])([C:12]([O:14]C(C)(C)C)=O)[CH2:8][CH2:7]2)[CH2:5][CH2:4]1.C(N1C[CH2:52][C:51](S(C2C=CC(C3C=CC(OC(F)(F)C(F)F)=CC=3)=CC=2)(=O)=O)([C:54]([O:56][C:57]([CH3:60])(C)C)=[O:55])CC1)C1C=CC=CC=1.C([O-])([O-])=O.[Na+].[Na+]. The catalyst is C(OCC)(=O)C.C1C=CC(P(C2C=CC=CC=2)[C-]2C=CC=C2)=CC=1.C1C=CC(P(C2C=CC=CC=2)[C-]2C=CC=C2)=CC=1.Cl[Pd]Cl.[Fe+2].C(O)C.C1(C)C=CC=CC=1.O. The product is [CH:3]1([N:6]2[CH2:11][CH2:10][C:9]([S:19]([C:22]3[CH:23]=[CH:24][C:25]([C:28]4[CH:29]=[CH:30][C:31]([O:34][C:35]([F:39])([F:40])[CH:36]([F:38])[F:37])=[CH:32][CH:33]=4)=[CH:26][CH:27]=3)(=[O:20])=[O:21])([C:12]([NH:1][O:55][CH:54]3[CH2:51][CH2:52][CH2:60][CH2:57][O:56]3)=[O:14])[CH2:8][CH2:7]2)[CH2:5][CH2:4]1. The yield is 0.570. (6) The reactants are O1CCOC[CH2:2]1.[Ca+2].C(=O)([O-])[O-].[F:12][C:13]1[C:14]([C:22](=[O:33])[C:23]2[CH:28]=[CH:27][C:26]([O:29][CH2:30][CH2:31]C)=[CH:25][CH:24]=2)=[C:15]([OH:21])[CH:16]=[C:17]([CH2:19][OH:20])[CH:18]=1. The catalyst is O. The product is [F:12][C:13]1[C:14]([C:22](=[O:33])[C:23]2[CH:28]=[CH:27][C:26]([O:29][CH:30]([CH3:31])[CH3:2])=[CH:25][CH:24]=2)=[C:15]([OH:21])[CH:16]=[C:17]([CH2:19][OH:20])[CH:18]=1. The yield is 0.350.